This data is from Reaction yield outcomes from USPTO patents with 853,638 reactions. The task is: Predict the reaction yield, written as a fraction of the theoretical maximum amount of product (1.0 means a 100% yield; for example, 0.34 means a 34% yield). (1) The reactants are [CH2:1]([N:8]1[C:12]([NH2:13])=[CH:11][N:10]=[N:9]1)[C:2]1[CH:7]=[CH:6][CH:5]=[CH:4][CH:3]=1.[Si:14]([O:21][CH:22]1[CH2:27][CH2:26][C:25](=O)[CH2:24][CH2:23]1)([C:17]([CH3:20])([CH3:19])[CH3:18])([CH3:16])[CH3:15].C(O[BH-](OC(=O)C)OC(=O)C)(=O)C.[Na+]. The catalyst is C(O)(=O)C. The product is [CH2:1]([N:8]1[C:12]([NH:13][CH:25]2[CH2:26][CH2:27][CH:22]([O:21][Si:14]([C:17]([CH3:20])([CH3:19])[CH3:18])([CH3:15])[CH3:16])[CH2:23][CH2:24]2)=[CH:11][N:10]=[N:9]1)[C:2]1[CH:7]=[CH:6][CH:5]=[CH:4][CH:3]=1. The yield is 0.470. (2) The reactants are [C:1]1([CH3:21])[CH:6]=[CH:5][CH:4]=[C:3]([NH:7][C:8]([N:10]2[CH2:15][CH2:14][N:13](C(OCC)=O)[CH2:12][CH2:11]2)=[O:9])[CH:2]=1.I[Si](C)(C)C. The catalyst is ClCCl. The product is [C:1]1([CH3:21])[CH:6]=[CH:5][CH:4]=[C:3]([NH:7][C:8]([N:10]2[CH2:15][CH2:14][NH:13][CH2:12][CH2:11]2)=[O:9])[CH:2]=1. The yield is 1.00. (3) The reactants are [F:1][C:2]([F:17])([F:16])[O:3][C:4]1[CH:15]=[CH:14][C:7]([CH2:8][CH:9]([C:12]#[N:13])[C:10]#[N:11])=[CH:6][CH:5]=1.[H-].[Na+].Br[CH2:21][CH:22]1[CH2:24][CH2:23]1. The catalyst is CN(C)C=O. The product is [CH:22]1([CH2:21][C:9]([CH2:8][C:7]2[CH:6]=[CH:5][C:4]([O:3][C:2]([F:16])([F:17])[F:1])=[CH:15][CH:14]=2)([C:12]#[N:13])[C:10]#[N:11])[CH2:24][CH2:23]1. The yield is 0.230. (4) The reactants are Br[C:2]1[CH:42]=[CH:41][C:5]([O:6][C@H:7]2[CH2:12][CH2:11][C@H:10]([N:13]3[C:18](=[O:19])[C:17]([CH2:20][C:21]4[CH:26]=[CH:25][C:24]([C:27]5[C:28]([C:33]#[N:34])=[CH:29][CH:30]=[CH:31][CH:32]=5)=[CH:23][CH:22]=4)=[C:16]([CH2:35][CH2:36][CH3:37])[N:15]4[N:38]=[CH:39][N:40]=[C:14]34)[CH2:9][CH2:8]2)=[CH:4][CH:3]=1.C([Sn](CCCC)([C:53]([O:55]CC)=[CH2:54])CCCCC)CCC.[F-].[K+]. The catalyst is Cl[Pd](Cl)([P](C1C=CC=CC=1)(C1C=CC=CC=1)C1C=CC=CC=1)[P](C1C=CC=CC=1)(C1C=CC=CC=1)C1C=CC=CC=1.O1CCCC1. The product is [C:53]([C:2]1[CH:42]=[CH:41][C:5]([O:6][C@H:7]2[CH2:8][CH2:9][C@H:10]([N:13]3[C:18](=[O:19])[C:17]([CH2:20][C:21]4[CH:26]=[CH:25][C:24]([C:27]5[C:28]([C:33]#[N:34])=[CH:29][CH:30]=[CH:31][CH:32]=5)=[CH:23][CH:22]=4)=[C:16]([CH2:35][CH2:36][CH3:37])[N:15]4[N:38]=[CH:39][N:40]=[C:14]34)[CH2:11][CH2:12]2)=[CH:4][CH:3]=1)(=[O:55])[CH3:54]. The yield is 0.620. (5) The catalyst is CC#N.CN(C1C=CN=CC=1)C. The product is [Br:1][C:2]1[CH:3]=[C:4]2[C:10]([CH:11]([O:12][CH2:13][CH3:14])[O:15][CH2:16][CH3:17])=[N:9][N:8]([C:23]([O:22][C:19]([CH3:21])([CH3:20])[CH3:18])=[O:24])[C:5]2=[CH:6][N:7]=1. The yield is 0.889. The reactants are [Br:1][C:2]1[CH:3]=[C:4]2[C:10]([CH:11]([O:15][CH2:16][CH3:17])[O:12][CH2:13][CH3:14])=[N:9][NH:8][C:5]2=[CH:6][N:7]=1.[CH3:18][C:19]([O:22][C:23](O[C:23]([O:22][C:19]([CH3:21])([CH3:20])[CH3:18])=[O:24])=[O:24])([CH3:21])[CH3:20].CCOC(C)=O.